Dataset: Reaction yield outcomes from USPTO patents with 853,638 reactions. Task: Predict the reaction yield, written as a fraction of the theoretical maximum amount of product (1.0 means a 100% yield; for example, 0.34 means a 34% yield). (1) The yield is 0.470. The product is [Cl:1][C:2]1[CH:39]=[CH:38][CH:37]=[C:36]([C:40]([F:42])([F:43])[F:41])[C:3]=1[C:4]([N:6]1[C:14]2[C:9](=[CH:10][CH:11]=[C:12]([C:15]#[C:16][CH2:17][OH:18])[CH:13]=2)[C:8]([C:25]2[CH:34]=[CH:33][C:28]([C:29]([O:31][CH3:32])=[O:30])=[CH:27][C:26]=2[F:35])=[N:7]1)=[O:5]. The catalyst is CO.O.O. The reactants are [Cl:1][C:2]1[CH:39]=[CH:38][CH:37]=[C:36]([C:40]([F:43])([F:42])[F:41])[C:3]=1[C:4]([N:6]1[C:14]2[C:9](=[CH:10][CH:11]=[C:12]([C:15]#[C:16][CH2:17][O:18]C3CCCCO3)[CH:13]=2)[C:8]([C:25]2[CH:34]=[CH:33][C:28]([C:29]([O:31][CH3:32])=[O:30])=[CH:27][C:26]=2[F:35])=[N:7]1)=[O:5].CC1C=CC(S(O)(=O)=O)=CC=1. (2) The yield is 0.870. The reactants are C(OC([NH:8][CH2:9][CH:10]1[CH2:15][CH2:14][N:13]([CH2:16][C:17]2([C:23]([OH:25])=[O:24])[CH2:22][CH2:21][O:20][CH2:19][CH2:18]2)[CH2:12][CH2:11]1)=O)(C)(C)C.[CH3:26][C:27]1[CH:28]=[CH:29][C:30]([S:33]([OH:36])(=[O:35])=[O:34])=[CH:31][CH:32]=1.O.CCN(CC)CC. The catalyst is CC(O)C. The product is [CH3:26][C:27]1[CH:28]=[CH:29][C:30]([S:33]([OH:36])(=[O:35])=[O:34])=[CH:31][CH:32]=1.[NH2:8][CH2:9][CH:10]1[CH2:15][CH2:14][N:13]([CH2:16][C:17]2([C:23]([OH:25])=[O:24])[CH2:22][CH2:21][O:20][CH2:19][CH2:18]2)[CH2:12][CH2:11]1. (3) The reactants are [Cl:1][C:2]1[N:3]=[N:4][C:5](Cl)=[CH:6][CH:7]=1.[C:9]1([OH:15])[CH:14]=[CH:13][CH:12]=[CH:11][CH:10]=1.C(=O)([O-])[O-].[K+].[K+].Cl. The catalyst is CS(C)=O.[Cu]I. The product is [Cl:1][C:2]1[N:3]=[N:4][C:5]([O:15][C:9]2[CH:14]=[CH:13][CH:12]=[CH:11][CH:10]=2)=[CH:6][CH:7]=1. The yield is 0.930. (4) The reactants are [Br:1][CH2:2][C:3]1[CH:10]=[CH:9][C:6]([C:7]#N)=[CH:5][C:4]=1[Cl:11].[H-].C([Al+]CC(C)C)C(C)C.Cl.[OH2:23]. The catalyst is C1(C)C=CC=CC=1. The product is [Br:1][CH2:2][C:3]1[CH:10]=[CH:9][C:6]([CH:7]=[O:23])=[CH:5][C:4]=1[Cl:11]. The yield is 0.800. (5) The catalyst is ClCCl. The yield is 0.790. The reactants are [CH:1]([C:3]1[N:7]2[CH:8]=[C:9]([N:22]3[CH:27]=[CH:26][CH:25]=[CH:24][C:23]3=[O:28])[CH:10]=[C:11]([O:12]CC3C=CC(OC)=CC=3)[C:6]2=[N:5][C:4]=1[CH3:29])=[CH2:2].[F:30][C:31]([F:36])([F:35])[C:32]([OH:34])=[O:33]. The product is [F:30][C:31]([F:36])([F:35])[C:32]([OH:34])=[O:33].[CH:1]([C:3]1[N:7]2[CH:8]=[C:9]([N:22]3[CH:27]=[CH:26][CH:25]=[CH:24][C:23]3=[O:28])[CH:10]=[C:11]([OH:12])[C:6]2=[N:5][C:4]=1[CH3:29])=[CH2:2]. (6) The reactants are [F:1][C:2]([F:27])([F:26])[C:3]([N:5]1[CH2:10][CH2:9][CH2:8][C@@H:7]2[C:11]3[CH:12]=[C:13](OS(C(F)(F)F)(=O)=O)[CH:14]=[CH:15][C:16]=3[CH2:17][C@H:6]12)=[O:4].[O:28]1[CH:32]=[CH:31][C:30](B(O)O)=[CH:29]1. No catalyst specified. The product is [F:1][C:2]([F:27])([F:26])[C:3]([N:5]1[CH2:10][CH2:9][CH2:8][C@@H:7]2[C:11]3[CH:12]=[C:13]([C:30]4[CH:31]=[CH:32][O:28][CH:29]=4)[CH:14]=[CH:15][C:16]=3[CH2:17][C@H:6]12)=[O:4]. The yield is 0.610. (7) The reactants are [Cl:1][C:2]1[C:7](=[O:8])[N:6]([C:9]2[CH:10]=[C:11]([CH:18]=[CH:19][C:20]=2[CH3:21])[C:12]([NH:14][CH2:15][CH2:16][OH:17])=[O:13])[C:5]([CH3:22])=[N:4][C:3]=1[O:23][CH2:24][C:25]1[CH:30]=[CH:29][C:28]([F:31])=[CH:27][C:26]=1[F:32].Cl.[NH2:34]CC(N)=O.CN1CCOCC1. No catalyst specified. The product is [Cl:1][C:2]1[C:7](=[O:8])[N:6]([C:9]2[CH:10]=[C:11]([CH:18]=[CH:19][C:20]=2[CH3:21])[C:12]([NH:14][CH2:15][C:16]([NH2:34])=[O:17])=[O:13])[C:5]([CH3:22])=[N:4][C:3]=1[O:23][CH2:24][C:25]1[CH:30]=[CH:29][C:28]([F:31])=[CH:27][C:26]=1[F:32]. The yield is 0.520.